Dataset: Reaction yield outcomes from USPTO patents with 853,638 reactions. Task: Predict the reaction yield, written as a fraction of the theoretical maximum amount of product (1.0 means a 100% yield; for example, 0.34 means a 34% yield). (1) The reactants are [Br:1][C:2]1[C:3]([C:7]2[CH:12]=[CH:11][C:10]([F:13])=[CH:9][CH:8]=2)=[N:4][NH:5][CH:6]=1.[H-].[Na+].I[CH2:17][CH3:18].[C:19](O)(=O)[CH3:20]. The catalyst is CN(C)C=O.CO.O. The product is [Br:1][C:2]1[C:3]([C:7]2[CH:8]=[CH:9][C:10]([F:13])=[CH:11][CH:12]=2)=[N:4][N:5]([CH2:17][CH3:18])[CH:6]=1.[Br:1][C:2]1[CH:6]=[N:5][N:4]([CH2:19][CH3:20])[C:3]=1[C:7]1[CH:8]=[CH:9][C:10]([F:13])=[CH:11][CH:12]=1. The yield is 0.480. (2) The reactants are Br[C:2]1[CH:7]=[CH:6][C:5]([Br:8])=[CH:4][N:3]=1.[C:9]1([OH:15])[CH:14]=[CH:13][CH:12]=[CH:11][CH:10]=1.CC(C)([O-])C.[K+]. The catalyst is CS(C)=O. The product is [Br:8][C:5]1[CH:6]=[CH:7][C:2]([O:15][C:9]2[CH:14]=[CH:13][CH:12]=[CH:11][CH:10]=2)=[N:3][CH:4]=1. The yield is 0.700. (3) The reactants are [C:1]([O:5][C:6]([N:8]1[CH2:13][CH2:12][NH:11][CH2:10][CH2:9]1)=[O:7])([CH3:4])([CH3:3])[CH3:2].C(O[C:17]1(O[Si](C)(C)C)[CH2:19][CH2:18]1)C.C(O)(=O)C.C([BH3-])#N.[Na+]. The catalyst is CO.C(OCC)C. The product is [C:1]([O:5][C:6]([N:8]1[CH2:13][CH2:12][N:11]([CH:17]2[CH2:19][CH2:18]2)[CH2:10][CH2:9]1)=[O:7])([CH3:4])([CH3:2])[CH3:3]. The yield is 0.710. (4) The reactants are C[O:2][C:3]([CH:5]1[CH2:10][CH:9]([CH2:11][CH2:12][CH2:13][CH2:14][CH2:15][F:16])[CH2:8][CH2:7][NH:6]1)=[O:4].[OH-].[Na+].[C:19](O[C:19]([O:21][C:22]([CH3:25])([CH3:24])[CH3:23])=[O:20])([O:21][C:22]([CH3:25])([CH3:24])[CH3:23])=[O:20]. The catalyst is C(O)(C)(C)C. The product is [C:22]([O:21][C:19]([N:6]1[CH2:7][CH2:8][CH:9]([CH2:11][CH2:12][CH2:13][CH2:14][CH2:15][F:16])[CH2:10][CH:5]1[C:3]([OH:2])=[O:4])=[O:20])([CH3:25])([CH3:24])[CH3:23]. The yield is 0.710. (5) The reactants are [C:1]([C:3]1[CH:4]=[N:5][C:6]2[C:11]([N:12]=1)=[CH:10][C:9]([C:13]([C:15]1[CH:20]=[CH:19][C:18]([NH:21]C(=O)OC(C)(C)C)=[CH:17][C:16]=1[F:29])=[O:14])=[CH:8][CH:7]=2)#[N:2].C(O)(C(F)(F)F)=O. The catalyst is C(Cl)Cl. The product is [NH2:21][C:18]1[CH:19]=[CH:20][C:15]([C:13]([C:9]2[CH:10]=[C:11]3[C:6]([N:5]=[CH:4][C:3]([C:1]#[N:2])=[N:12]3)=[CH:7][CH:8]=2)=[O:14])=[C:16]([F:29])[CH:17]=1. The yield is 0.990. (6) The reactants are [CH2:1]1[CH2:6][C@H:5]([C:7]([OH:9])=[O:8])[CH2:4][CH2:3][C@H:2]1[CH2:10][NH2:11].[C:12]([O:20][CH2:21][O:22][C:23](ON1C(=O)CCC1=O)=[O:24])(=[O:19])[C:13]1[CH:18]=[CH:17][CH:16]=[CH:15][CH:14]=1. The catalyst is CC(OC)(C)C.CC(C)=O.O. The product is [C:12]([O:20][CH2:21][O:22][C:23]([NH:11][CH2:10][C@H:2]1[CH2:3][CH2:4][C@H:5]([C:7]([OH:9])=[O:8])[CH2:6][CH2:1]1)=[O:24])(=[O:19])[C:13]1[CH:18]=[CH:17][CH:16]=[CH:15][CH:14]=1. The yield is 0.660. (7) The reactants are [OH-].[Na+].C[O:4][C:5](=[O:17])[C:6]1[CH:11]=[CH:10][C:9]([CH2:12][CH2:13][C:14]#[N:15])=[N:8][C:7]=1[NH2:16].Cl. The catalyst is CO. The product is [NH2:16][C:7]1[N:8]=[C:9]([CH2:12][CH2:13][C:14]#[N:15])[CH:10]=[CH:11][C:6]=1[C:5]([OH:17])=[O:4]. The yield is 0.810. (8) The reactants are [NH2:1][C:2]1[C:3]([C:16]([NH:18][C@H:19]2[CH2:24][CH2:23][CH2:22][N:21](C(OC(C)(C)C)=O)[CH2:20]2)=[O:17])=[N:4][C:5]([C:8]2[CH:13]=[CH:12][CH:11]=[C:10]([CH2:14][NH2:15])[CH:9]=2)=[CH:6][N:7]=1.[F:32][C:33]1[CH:41]=[CH:40][C:36]([C:37](O)=[O:38])=[CH:35][CH:34]=1.C1C=CC2N(O)N=NC=2C=1.CCN=C=NCCCN(C)C. The catalyst is CN(C=O)C.O. The product is [NH2:1][C:2]1[C:3]([C:16]([NH:18][C@H:19]2[CH2:24][CH2:23][CH2:22][NH:21][CH2:20]2)=[O:17])=[N:4][C:5]([C:8]2[CH:13]=[CH:12][CH:11]=[C:10]([CH2:14][NH:15][C:37]([C:36]3[CH:40]=[CH:41][C:33]([F:32])=[CH:34][CH:35]=3)=[O:38])[CH:9]=2)=[CH:6][N:7]=1. The yield is 0.466.